From a dataset of Forward reaction prediction with 1.9M reactions from USPTO patents (1976-2016). Predict the product of the given reaction. (1) Given the reactants Br[C:2]1[CH:8]=[CH:7][CH:6]=[CH:5][C:3]=1[NH2:4].[CH:9]1[C:17]2[C:16]3[CH:18]=[CH:19][CH:20]=[CH:21][C:15]=3[S:14][C:13]=2[C:12](B(O)O)=[CH:11][CH:10]=1.C(=O)([O-])[O-].[K+].[K+], predict the reaction product. The product is: [CH:9]1[C:17]2[C:16]3[CH:18]=[CH:19][CH:20]=[CH:21][C:15]=3[S:14][C:13]=2[C:12]([C:2]2[CH:8]=[CH:7][CH:6]=[CH:5][C:3]=2[NH2:4])=[CH:11][CH:10]=1. (2) Given the reactants [OH-].[Li+].[C:3]([C:7]1[N:11]([CH2:12][CH:13]2[CH2:18][CH2:17][O:16][CH2:15][CH2:14]2)[C:10]2[CH:19]=[CH:20][C:21]([S:23]([N:26]3[CH:30]=[CH:29][C:28]([C:31]([O:33]C)=[O:32])=[CH:27]3)(=[O:25])=[O:24])=[CH:22][C:9]=2[N:8]=1)([CH3:6])([CH3:5])[CH3:4], predict the reaction product. The product is: [C:3]([C:7]1[N:11]([CH2:12][CH:13]2[CH2:18][CH2:17][O:16][CH2:15][CH2:14]2)[C:10]2[CH:19]=[CH:20][C:21]([S:23]([N:26]3[CH:30]=[CH:29][C:28]([C:31]([OH:33])=[O:32])=[CH:27]3)(=[O:25])=[O:24])=[CH:22][C:9]=2[N:8]=1)([CH3:6])([CH3:4])[CH3:5]. (3) Given the reactants [Cl:1][C:2]1[CH:7]=[CH:6][C:5]([C:8]2[S:12][C:11]([C:13]([O:15]C)=O)=[C:10](/[N:17]=[CH:18]/[N:19]([CH3:21])C)[CH:9]=2)=[CH:4][CH:3]=1.[N:22]12[CH2:29][CH2:28][CH:25]([CH2:26][CH2:27]1)[C@@H:24]([O:30][C:31]1[CH:32]=[C:33](CN)[CH:34]=[CH:35][CH:36]=1)[CH2:23]2, predict the reaction product. The product is: [N:22]12[CH2:29][CH2:28][CH:25]([CH2:26][CH2:27]1)[C@@H:24]([O:30][C:31]1[CH:36]=[C:35]([CH:34]=[CH:33][CH:32]=1)[CH2:21][N:19]1[C:13](=[O:15])[C:11]3[S:12][C:8]([C:5]4[CH:4]=[CH:3][C:2]([Cl:1])=[CH:7][CH:6]=4)=[CH:9][C:10]=3[N:17]=[CH:18]1)[CH2:23]2. (4) Given the reactants [OH:1][CH2:2][C:3]([O:5][CH2:6][CH3:7])=[O:4].[H-].[Na+].[Br:10][C:11]1[CH:12]=[N:13][C:14](Cl)=[N:15][CH:16]=1, predict the reaction product. The product is: [Br:10][C:11]1[CH:12]=[N:13][C:14]([O:1][CH2:2][C:3]([O:5][CH2:6][CH3:7])=[O:4])=[N:15][CH:16]=1. (5) The product is: [Cl:1][C:2]1[CH:7]=[CH:6][C:5]([CH:8]([C:21]2[CH:26]=[CH:25][C:24]([Cl:27])=[CH:23][CH:22]=2)[C:9]2[CH:10]=[C:11]3[C:16](=[CH:17][CH:18]=2)[NH:15][C:14](=[O:19])[CH:13]=[C:12]3[NH:34][CH:28]2[CH2:33][CH2:32][CH2:31][CH2:30][CH2:29]2)=[CH:4][CH:3]=1. Given the reactants [Cl:1][C:2]1[CH:7]=[CH:6][C:5]([CH:8]([C:21]2[CH:26]=[CH:25][C:24]([Cl:27])=[CH:23][CH:22]=2)[C:9]2[CH:10]=[C:11]3[C:16](=[CH:17][CH:18]=2)[N:15]=[C:14]([OH:19])[CH:13]=[C:12]3Br)=[CH:4][CH:3]=1.[CH:28]1([NH2:34])[CH2:33][CH2:32][CH2:31][CH2:30][CH2:29]1.C([O-])([O-])=O.[Cs+].[Cs+], predict the reaction product. (6) Given the reactants [CH3:1][N:2]([C:4]1[CH:9]=[CH:8][C:7]2[C:10]([C:21]3[CH:26]=[C:25]([C:27]([O:29]N4C(=O)CCC4=O)=[O:28])[CH:24]=[CH:23][C:22]=3[C:37]([O-:39])=[O:38])=[C:11]3[C:19]([O:20][C:6]=2[CH:5]=1)=[CH:18][C:14](=[N+:15]([CH3:17])[CH3:16])[CH:13]=[CH:12]3)[CH3:3].[O-]P(OP(OP([O-])([O-])=O)([O-])=O)(=O)[O-], predict the reaction product. The product is: [CH3:17][N:15]([C:14]1[CH:13]=[CH:12][C:11]2[C:10]([C:21]3[CH:26]=[C:25]([C:27]([O-:29])=[O:28])[CH:24]=[CH:23][C:22]=3[C:37]([OH:39])=[O:38])=[C:7]3[C:6]([O:20][C:19]=2[CH:18]=1)=[CH:5][C:4](=[N+:2]([CH3:1])[CH3:3])[CH:9]=[CH:8]3)[CH3:16]. (7) Given the reactants [Si:1]([O:8][CH2:9][CH2:10][CH2:11][N:12]1[C:16]2[N:17]=[CH:18][N:19]=[C:20]([NH2:21])[C:15]=2[C:14]([C:22]2[CH:27]=[CH:26][C:25]([CH3:28])=[CH:24][CH:23]=2)=[C:13]1[CH:29]=C)([C:4]([CH3:7])([CH3:6])[CH3:5])([CH3:3])[CH3:2].C1C[O:34]CC1.O.I([O-])(=O)(=O)=O.[Na+], predict the reaction product. The product is: [NH2:21][C:20]1[C:15]2[C:14]([C:22]3[CH:27]=[CH:26][C:25]([CH3:28])=[CH:24][CH:23]=3)=[C:13]([CH:29]=[O:34])[N:12]([CH2:11][CH2:10][CH2:9][O:8][Si:1]([C:4]([CH3:6])([CH3:7])[CH3:5])([CH3:2])[CH3:3])[C:16]=2[N:17]=[CH:18][N:19]=1. (8) Given the reactants [CH2:1]([S:8][CH:9]1[CH:13]([OH:14])[CH2:12][N:11]([C:15](=[O:32])[C@H:16]([CH2:28][CH:29]([CH3:31])[CH3:30])[NH:17][C:18]([O:20][CH2:21][C:22]2[CH:27]=[CH:26][CH:25]=[CH:24][CH:23]=2)=[O:19])[CH2:10]1)[C:2]1[CH:7]=[CH:6][CH:5]=[CH:4][CH:3]=1.CC(OI1(OC(C)=O)(OC(C)=O)OC(=O)C2C=CC=CC1=2)=O.CCCCCC.C(OCC)(=O)C, predict the reaction product. The product is: [CH2:1]([S:8][CH:9]1[C:13](=[O:14])[CH2:12][N:11]([C:15](=[O:32])[C@H:16]([CH2:28][CH:29]([CH3:30])[CH3:31])[NH:17][C:18]([O:20][CH2:21][C:22]2[CH:23]=[CH:24][CH:25]=[CH:26][CH:27]=2)=[O:19])[CH2:10]1)[C:2]1[CH:7]=[CH:6][CH:5]=[CH:4][CH:3]=1. (9) Given the reactants [CH3:1][N:2]1[C:10]([C:11]2[CH:16]=[CH:15][C:14]([O:17][C:18]([F:21])([F:20])[F:19])=[CH:13][CH:12]=2)=[C:9]2[C:4]([C:5]3[CH:25]=[CH:24][C:23]([CH:26]=O)=[CH:22][C:6]=3[CH2:7][CH2:8]2)=[N:3]1.C(O)C.[NH2:31][NH:32][C:33]([NH:35][C:36]1[C:41]([CH3:42])=[CH:40][CH:39]=[CH:38][C:37]=1[CH3:43])=[S:34], predict the reaction product. The product is: [CH3:42][C:41]1[CH:40]=[CH:39][CH:38]=[C:37]([CH3:43])[C:36]=1[NH:35][C:33]([NH:32]/[N:31]=[CH:26]/[C:23]1[CH:24]=[CH:25][C:5]2[C:4]3[C:9](=[C:10]([C:11]4[CH:12]=[CH:13][C:14]([O:17][C:18]([F:21])([F:19])[F:20])=[CH:15][CH:16]=4)[N:2]([CH3:1])[N:3]=3)[CH2:8][CH2:7][C:6]=2[CH:22]=1)=[S:34]. (10) The product is: [NH2:19][C:12]1[CH:13]=[C:14]([CH:17]=[CH:18][C:11]=1[S:10][C:4]1[CH:5]=[C:6]([CH3:9])[CH:7]=[CH:8][C:3]=1[CH3:2])[C:15]#[N:16]. Given the reactants [Sn].[CH3:2][C:3]1[CH:8]=[CH:7][C:6]([CH3:9])=[CH:5][C:4]=1[S:10][C:11]1[CH:18]=[CH:17][C:14]([C:15]#[N:16])=[CH:13][C:12]=1[N+:19]([O-])=O.CCOC(C)=O.O, predict the reaction product.